This data is from Experimentally validated miRNA-target interactions with 360,000+ pairs, plus equal number of negative samples. The task is: Binary Classification. Given a miRNA mature sequence and a target amino acid sequence, predict their likelihood of interaction. (1) The protein sequence of the target gene is MNPTLGLAIFLAVLLTVKGLLKPSFSPRNYKALSEVQGWKQRMAAKELARQNMDLGFKLLKKLAFYNPGRNIFLSPLSISTAFSMLCLGAQDSTLDEIKQGFNFRKMPEKDLHEGFHYIIHELTQKTQDLKLSIGNTLFIDQRLQPQRKFLEDAKNFYSAETILTNFQNLEMAQKQINDFISQKTHGKINNLIENIDPGTVMLLANYIFFRARWKHEFDPNVTKEEDFFLEKNSSVKVPMMFRSGIYQVGYDDKLSCTILEIPYQKNITAIFILPDEGKLKHLEKGLQVDTFSRWKTLLS.... Result: 0 (no interaction). The miRNA is hsa-miR-4261 with sequence AGGAAACAGGGACCCA. (2) The miRNA is mmu-miR-3065-5p with sequence UCAACAAAAUCACUGAUGCUGG. The protein sequence of the target gene is MKCSLRVWFLSMAFLLVFIMSLLFTYSHHSMATLPYLDSGALGGTHRVKLVPGYSGLQRLGKEGLLGRNCACSRCMGDASTSEWFDSHFDGNISPVWTRDNMNLPPDVQRWWMMLQPQFKSHNTNEVLEKLFQIVPGENPYRFRDPQQCRRCAVVGNSGNLRGSGYGQEVDSHNFIMRMNQAPTVGFEKDVGSRTTHHFMYPESAKNLPANVSFVLVPFKALDLMWIASALSTGQIRFTYAPVKSFLRVDKEKVQIYNPAFFKYIHDRWTEHHGRYPSTGMLVLFFALHVCDEVNVYGFG.... Result: 0 (no interaction). (3) The miRNA is hsa-miR-548ad-3p with sequence GAAAACGACAAUGACUUUUGCA. The protein sequence of the target gene is MAGRSLTSKAEPTAGAVDRAEKAGGQDTSSQKIEDLMEMVQKLQKVGSLEPRVEVLINRINEVQQAKKKANKDLGEARTICEALQKELDSLHGEKVHLKEILSKKQETLRILRLHCQEKESEAHRKHTMLQECKERISALNLQIEEEKNKQRQLRLAFEEQLEDLMGQHKDLWDFHMPERLAKEICALDSSKEQLLKEEKLVKATLEDVKHQLCSLCGAEGPSTLDEGLFLRSQEAAATVQLFQEEHRKAEELLAAAAQRHQQLQQKCQQQQQKRQRLKEELEKHGMQVPAQAQSTQEEE.... Result: 0 (no interaction). (4) Result: 0 (no interaction). The miRNA is hsa-miR-6846-3p with sequence UGACCCCUUCUGUCUCCCUAG. The protein sequence of the target gene is MEAAVGAPDGVDQGGVGPLEDETPMDAYLRKLGLYRKLVAKDGSCLFRAVAEQVLHSQSRHVEVRMACIRYLRENREKFEAFIEGSFEEYLKRLENPQEWVGQVEISALSLMYRKDFVIYQEPNVSPSHVTENNFPEKVLLCFSNGNHYDIVYPITYKDSSAMCQSLLYELLYEKVFKTDVSKIMMGLEASEVAEESNSEISDSEDDSCKSKSTAATDVNGFKPSGSENPKNNGNSADLPLSRKVLKSLNPAVYRNVEYEIWLKSKQAQQKRDYSIAAGLQYEVGDKCHQVRLDHNGKLS.... (5) The miRNA is hsa-miR-548ac with sequence CAAAAACCGGCAAUUACUUUUG. The protein sequence of the target gene is MSGGRRKEEPPQPQLANGALKVSVWSKVLRSDAAWEDKDEFLDVIYWFRQIIAVVLGVIWGVLPLRGFLGIAGFCLINAGVLYLYFSNYLQIDEEEYGGTWELTKEGFMTSFALFMVCVADSFTTGHLDHLLHCHPL. Result: 1 (interaction). (6) The miRNA is hsa-miR-6774-5p with sequence ACUUGGGCAGGAGGGACCCUGUAUG. The protein sequence of the target gene is MEAVPGTPPPPPSESPPPPSPPPPSTPSPPPCSPDGRAATPHLLHHRLPLPDDREDGELEEGELEDDGAEEVQDPPGGQERSRKEKGEKHHSDSEEEKSHRRLKRKRKKEREKEKRRSKKRRKSKHKRHASSSDDFSDFSDDSDFSPSEKSHRKYRDYSPPYAPSHQQYSSSHNAPLPKKSYSKMDSKGYSMYEDYENEQYGEYEGDEEEDMGKEDYDDFTKELNQYRRAKEGSSRGRGSRGRGRGYRGRGSRGGSRGRGMGRGSRGRGRGSMGEHPEDEEDLYEEEIEYGESEEPMGDD.... Result: 0 (no interaction). (7) Result: 0 (no interaction). The miRNA is hsa-miR-6727-3p with sequence UCCUGCCACCUCCUCCGCAG. The protein sequence of the target gene is MNKQRGTYSEVSLAQDPKRQQRKLKGNKISISGTKQEIFQVELNLQNASSDHQGNDKTYHCKGLLPPPEKLTAEVLGIICIVLMATVLKTIVLIPCIGVLEQNNFSLNRRMQKARHCGHCPEEWITYSNSCYYIGKERRTWEERVCWPVLRRTLICFL. (8) The miRNA is rno-miR-34a-3p with sequence AAUCAGCAAGUAUACUGCCCUA. The protein sequence of the target gene is MTSASTKVGEIFSAAGAAFTKLGELTMQLHPVADSSPAGAKWTETEIEMLRAAVKRFGDDLNHISCVIKERTVAQIKATVKRKVYEDSGIPLPAESPKKGPKKVASGVLSPPPAAPPPSSSSVPEAGGPPIKKQKADVTLSALNDSDANSDVVDIEGLGETPPAKKLNFDQA. Result: 0 (no interaction). (9) The miRNA is hsa-miR-4290 with sequence UGCCCUCCUUUCUUCCCUC. The protein sequence of the target gene is MACNSTSLEAYTYLLLNTSNASDSGSTQLPAPLRISLAIVMLLMTVVGFLGNTVVCIIVYQRPAMRSAINLLLATLAFSDIMLSLCCMPFTAVTLITVRWHFGDHFCRLSATLYWFFVLEGVAILLIISVDRFLIIVQRQDKLNPRRAKVIIAVSWVLSFCIAGPSLTGWTLVEVPARAPQCVLGYTELPADRAYVVTLVVAVFFAPFGVMLCAYMCILNTVRKNAVRVHNQSDSLDLRQLTRAGLRRLQRQQQVSVDLSFKTKAFTTILILFVGFSLCWLPHSVYSLLSVFSQRFYCGS.... Result: 1 (interaction). (10) The miRNA is hsa-miR-29b-3p with sequence UAGCACCAUUUGAAAUCAGUGUU. The protein sequence of the target gene is MDVHTRWKARSALRPGAPLLPPLLLLLLWAPPPSRAAQPADLLKVLDFHNLPDGITKTTGFCATRRSSKGPDVAYRVTKDAQLSAPTKQLYPASAFPEDFSILTTVKAKKGSQAFLVSIYNEQGIQQIGLELGRSPVFLYEDHTGKPGPEDYPLFRGINLSDGKWHRIALSVHKKNVTLILDCKKKTTKFLDRSDHPMIDINGIIVFGTRILDEEVFEGDIQQLLFVSDHRAAYDYCEHYSPDCDTAVPDTPQSQDPNPDEYYTEGDGEGETYYYEYPYYEDPEDLGKEPTPSKKPVEAA.... Result: 1 (interaction).